This data is from Forward reaction prediction with 1.9M reactions from USPTO patents (1976-2016). The task is: Predict the product of the given reaction. (1) Given the reactants [OH:1][C@H:2]([C:18]1[CH:23]=[CH:22][CH:21]=[CH:20][CH:19]=1)[CH2:3][CH2:4][CH2:5][CH2:6][N:7]1C(=O)C2C(=CC=CC=2)C1=O.[F:24][C:25]1[CH:26]=[C:27](O)[CH:28]=[CH:29][C:30]=1[C:31]([F:34])([F:33])[F:32].[C:36]([OH:43])(=[O:42])/[CH:37]=[CH:38]/[C:39]([OH:41])=[O:40].C1([C@@H](OC2C=CC(C(F)(F)F)=CC=2)CCCCN)C=CC=CC=1, predict the reaction product. The product is: [C:36]([OH:43])(=[O:42])/[CH:37]=[CH:38]/[C:39]([OH:41])=[O:40].[F:24][C:25]1[CH:26]=[C:27]([CH:28]=[CH:29][C:30]=1[C:31]([F:32])([F:33])[F:34])[O:1][C@@H:2]([C:18]1[CH:19]=[CH:20][CH:21]=[CH:22][CH:23]=1)[CH2:3][CH2:4][CH2:5][CH2:6][NH2:7]. (2) Given the reactants [NH2:1][C:2]1[C:3](=[O:23])[N:4]([CH:20]([CH3:22])[CH3:21])[C:5](=[O:19])[N:6]([C:9]2[CH:14]=[CH:13][CH:12]=[C:11]([C:15]([F:18])([F:17])[F:16])[CH:10]=2)[C:7]=1[CH3:8].[CH3:24]OC(OC)N(C)C.C(O)(=O)C.[C:36]([C:38]1[CH:47]=[CH:46][C:41]([C:42]([NH:44][NH2:45])=O)=[CH:40][CH:39]=1)#[N:37], predict the reaction product. The product is: [CH:20]([N:4]1[C:3](=[O:23])[C:2]([N:1]2[CH:24]=[N:45][N:44]=[C:42]2[C:41]2[CH:46]=[CH:47][C:38]([C:36]#[N:37])=[CH:39][CH:40]=2)=[C:7]([CH3:8])[N:6]([C:9]2[CH:14]=[CH:13][CH:12]=[C:11]([C:15]([F:17])([F:16])[F:18])[CH:10]=2)[C:5]1=[O:19])([CH3:21])[CH3:22]. (3) Given the reactants [Si]([O:8][CH2:9][C@@H:10]([N:14](C)[C:15](=O)OC(C)(C)C)[CH2:11][CH:12]=[CH2:13])(C(C)(C)C)(C)C.[ClH:23], predict the reaction product. The product is: [CH3:15][NH:14][C@@H:10]([CH2:11][CH:12]=[CH2:13])[CH2:9][OH:8].[ClH:23].